Dataset: Forward reaction prediction with 1.9M reactions from USPTO patents (1976-2016). Task: Predict the product of the given reaction. (1) Given the reactants [Br:1][C:2]1[S:6][C:5]([C:7]2[CH:12]=[CH:11][N:10]=[C:9]([SH:13])[N:8]=2)=[CH:4][CH:3]=1.[CH3:14]I, predict the reaction product. The product is: [Br:1][C:2]1[S:6][C:5]([C:7]2[CH:12]=[CH:11][N:10]=[C:9]([S:13][CH3:14])[N:8]=2)=[CH:4][CH:3]=1. (2) Given the reactants [C:1]([O:5][C:6]([N:8]1[CH2:13][CH2:12][N:11]([C:14]2[CH:19]=[CH:18][C:17]([N+:20]([O-])=O)=[CH:16][N:15]=2)[CH2:10][CH2:9]1)=[O:7])([CH3:4])([CH3:3])[CH3:2].CO.[H][H], predict the reaction product. The product is: [C:1]([O:5][C:6]([N:8]1[CH2:13][CH2:12][N:11]([C:14]2[CH:19]=[CH:18][C:17]([NH2:20])=[CH:16][N:15]=2)[CH2:10][CH2:9]1)=[O:7])([CH3:4])([CH3:2])[CH3:3]. (3) Given the reactants [Br-].[CH3:2][CH:3]([CH3:7])[CH2:4][CH2:5][Zn+].[C:8]([O:12][C:13]([N:15]1[C@@H:20]([C@@H:21]([OH:36])[C@@H:22]([NH:32][C:33](=[O:35])[CH3:34])[CH2:23][C:24]2[CH:29]=[C:28]([F:30])[CH:27]=[C:26](Br)[CH:25]=2)[CH2:19][O:18][C@@H:17]([O:37][CH2:38][C:39]([CH3:42])([CH3:41])[CH3:40])[C@@H:16]1[CH3:43])=[O:14])([CH3:11])([CH3:10])[CH3:9], predict the reaction product. The product is: [C:8]([O:12][C:13]([N:15]1[C@@H:20]([C@@H:21]([OH:36])[C@@H:22]([NH:32][C:33](=[O:35])[CH3:34])[CH2:23][C:24]2[CH:25]=[C:26]([CH2:5][CH2:4][CH:3]([CH3:7])[CH3:2])[CH:27]=[C:28]([F:30])[CH:29]=2)[CH2:19][O:18][C@@H:17]([O:37][CH2:38][C:39]([CH3:42])([CH3:41])[CH3:40])[C@@H:16]1[CH3:43])=[O:14])([CH3:11])([CH3:10])[CH3:9].